Predict the reaction yield, written as a fraction of the theoretical maximum amount of product (1.0 means a 100% yield; for example, 0.34 means a 34% yield). From a dataset of Reaction yield outcomes from USPTO patents with 853,638 reactions. (1) The reactants are [C:1]([C:3]1[CH:4]=[CH:5][C:6](F)=[C:7]([CH:11]=1)[C:8]([OH:10])=O)#[N:2].O.Cl.[C:15](=[NH:23])([NH2:22])[C:16]1[CH:21]=[CH:20][CH:19]=[CH:18][CH:17]=1.CCN(C(C)C)C(C)C.CN(C(ON1N=NC2C=CC=NC1=2)=[N+](C)C)C.F[P-](F)(F)(F)(F)F. The catalyst is CN(C=O)C.O. The product is [O:10]=[C:8]1[C:7]2[C:6](=[CH:5][CH:4]=[C:3]([C:1]#[N:2])[CH:11]=2)[N:22]=[C:15]([C:16]2[CH:21]=[CH:20][CH:19]=[CH:18][CH:17]=2)[NH:23]1. The yield is 0.540. (2) The yield is 0.390. The product is [Br:1][C:2]1[CH:7]=[C:6]([CH2:8][C:10]2[CH:11]=[CH:12][C:13]([O:16][CH3:17])=[CH:14][CH:15]=2)[C:5]([Cl:18])=[CH:4][C:3]=1[O:19][CH2:20][CH:21]=[CH2:22]. The catalyst is C(Cl)(Cl)Cl. The reactants are [Br:1][C:2]1[C:3]([O:19][CH2:20][CH:21]=[CH2:22])=[CH:4][C:5]([Cl:18])=[C:6]([CH:8]([C:10]2[CH:15]=[CH:14][C:13]([O:16][CH3:17])=[CH:12][CH:11]=2)O)[CH:7]=1.[SiH](CC)(CC)CC.C(=O)(O)[O-].[Na+].